From a dataset of Full USPTO retrosynthesis dataset with 1.9M reactions from patents (1976-2016). Predict the reactants needed to synthesize the given product. (1) Given the product [CH2:1]([C:3]1[N:8]=[CH:7][N:6]=[C:5]([CH2:9][NH2:10])[CH:4]=1)[CH3:2], predict the reactants needed to synthesize it. The reactants are: [CH2:1]([C:3]1[N:8]=[CH:7][N:6]=[C:5]([C:9]#[N:10])[CH:4]=1)[CH3:2]. (2) Given the product [Cl:11][C:3]1[CH:4]=[C:5]([CH:8]=[C:9]([Cl:10])[C:2]=1[N:1]=[C:17]=[S:18])[C:6]#[N:7], predict the reactants needed to synthesize it. The reactants are: [NH2:1][C:2]1[C:9]([Cl:10])=[CH:8][C:5]([C:6]#[N:7])=[CH:4][C:3]=1[Cl:11].CN(C=O)C.[C:17](Cl)(Cl)=[S:18].